From a dataset of Peptide-MHC class I binding affinity with 185,985 pairs from IEDB/IMGT. Regression. Given a peptide amino acid sequence and an MHC pseudo amino acid sequence, predict their binding affinity value. This is MHC class I binding data. (1) The peptide sequence is MVEYLENQL. The MHC is HLA-A02:03 with pseudo-sequence HLA-A02:03. The binding affinity (normalized) is 0.189. (2) The peptide sequence is APPPFRLPL. The MHC is BoLA-JSP.1 with pseudo-sequence BoLA-JSP.1. The binding affinity (normalized) is 0.206.